This data is from Reaction yield outcomes from USPTO patents with 853,638 reactions. The task is: Predict the reaction yield, written as a fraction of the theoretical maximum amount of product (1.0 means a 100% yield; for example, 0.34 means a 34% yield). (1) The reactants are [Br:1][C:2]1[CH:7]=[CH:6][C:5]([NH2:8])=[C:4]([C:9]2[CH2:14][CH2:13][C:12]([CH3:16])([CH3:15])[CH2:11][CH:10]=2)[CH:3]=1.[C:17]([C:19]1[N:20]=[C:21]([C:32]([O-])=[O:33])[N:22]([CH2:24][O:25][CH2:26][CH2:27][Si:28]([CH3:31])([CH3:30])[CH3:29])[CH:23]=1)#[N:18].[K+].C1CN([P+](Br)(N2CCCC2)N2CCCC2)CC1.F[P-](F)(F)(F)(F)F.CCN(C(C)C)C(C)C. The catalyst is CN(C=O)C.CCOC(C)=O. The product is [Br:1][C:2]1[CH:7]=[CH:6][C:5]([NH:8][C:32]([C:21]2[N:22]([CH2:24][O:25][CH2:26][CH2:27][Si:28]([CH3:31])([CH3:30])[CH3:29])[CH:23]=[C:19]([C:17]#[N:18])[N:20]=2)=[O:33])=[C:4]([C:9]2[CH2:14][CH2:13][C:12]([CH3:16])([CH3:15])[CH2:11][CH:10]=2)[CH:3]=1. The yield is 0.880. (2) The reactants are [CH2:1]([O:3][C:4]([C:6]1([CH2:9][NH2:10])[CH2:8][CH2:7]1)=[O:5])[CH3:2].[CH3:11][C:12]([CH3:14])=O.C([O-])(=O)C.[Na+].C(O[BH-](OC(=O)C)OC(=O)C)(=O)C.[Na+]. The catalyst is C(Cl)Cl. The product is [CH2:1]([O:3][C:4]([C:6]1([CH2:9][NH:10][CH:12]([CH3:14])[CH3:11])[CH2:8][CH2:7]1)=[O:5])[CH3:2]. The yield is 1.00. (3) The reactants are [CH2:1]([O:3][C:4]([CH:6]1[CH2:10][CH2:9][N:8](CC2C=CC=CC=2)[CH2:7]1)=[O:5])[CH3:2]. The catalyst is C(O)C.[Pd]. The product is [CH2:1]([O:3][C:4]([CH:6]1[CH2:10][CH2:9][NH:8][CH2:7]1)=[O:5])[CH3:2]. The yield is 1.00. (4) The reactants are [Cl:1][C:2]1[CH:3]=[C:4]([C:8]2[N:12]=[C:11]([C@H:13]([OH:15])[CH3:14])[O:10][N:9]=2)[CH:5]=[CH:6][CH:7]=1.[CH3:16][N:17]1[C:21](S(C)(=O)=O)=[N:20][N:19]=[C:18]1[C:26]1[CH:31]=[CH:30][N:29]=[CH:28][CH:27]=1.C(=O)([O-])[O-].[Cs+].[Cs+]. The catalyst is O. The product is [Cl:1][C:2]1[CH:3]=[C:4]([C:8]2[N:12]=[C:11]([CH:13]([O:15][C:21]3[N:17]([CH3:16])[C:18]([C:26]4[CH:31]=[CH:30][N:29]=[CH:28][CH:27]=4)=[N:19][N:20]=3)[CH3:14])[O:10][N:9]=2)[CH:5]=[CH:6][CH:7]=1. The yield is 0.830. (5) The reactants are [C:1]([O:5][C:6]([N:8]1[C:13]2[CH:14]=[C:15]([Cl:20])[C:16]([O:18][CH3:19])=[CH:17][C:12]=2[O:11][CH:10]([C:21](O)=[O:22])[CH2:9]1)=[O:7])([CH3:4])([CH3:3])[CH3:2].[NH2:24][CH2:25][C:26]1([OH:40])[CH2:31][CH2:30][N:29]([CH2:32][C:33]2[CH:38]=[CH:37][C:36]([F:39])=[CH:35][CH:34]=2)[CH2:28][CH2:27]1.CCN=C=NCCCN(C)C.C1C=CC2N(O)N=NC=2C=1.CCN(C(C)C)C(C)C. The catalyst is CN(C=O)C.O. The product is [C:1]([O:5][C:6]([N:8]1[C:13]2[CH:14]=[C:15]([Cl:20])[C:16]([O:18][CH3:19])=[CH:17][C:12]=2[O:11][CH:10]([C:21](=[O:22])[NH:24][CH2:25][C:26]2([OH:40])[CH2:27][CH2:28][N:29]([CH2:32][C:33]3[CH:38]=[CH:37][C:36]([F:39])=[CH:35][CH:34]=3)[CH2:30][CH2:31]2)[CH2:9]1)=[O:7])([CH3:4])([CH3:2])[CH3:3]. The yield is 0.365.